Dataset: Reaction yield outcomes from USPTO patents with 853,638 reactions. Task: Predict the reaction yield, written as a fraction of the theoretical maximum amount of product (1.0 means a 100% yield; for example, 0.34 means a 34% yield). (1) The product is [NH2:1][C@@H:2]1[CH2:7][CH2:6][CH2:5][CH2:4][C@H:3]1[CH2:8][OH:9]. The catalyst is C1COCC1.O. The reactants are [NH2:1][C@@H:2]1[CH2:7][CH2:6][CH2:5][CH2:4][C@H:3]1[C:8](O)=[O:9].[H-].[H-].[H-].[H-].[Li+].[Al+3].[OH-].[Na+].[O-]S([O-])(=O)=O.[Mg+2]. The yield is 0.700. (2) The reactants are [C:1]([O:5][C:6](=[O:22])[NH:7][C:8]1[CH:13]=[CH:12][CH:11]=[C:10]([O:14][C:15]2[CH:16]=[N:17][C:18]([NH2:21])=[CH:19][CH:20]=2)[CH:9]=1)([CH3:4])([CH3:3])[CH3:2].[CH2:23]([O:25][C:26]([N:28]=[C:29]=[S:30])=[O:27])[CH3:24].O. The catalyst is CS(C)=O. The product is [CH2:23]([O:25][C:26](=[O:27])[NH:28][C:29]([NH:21][C:18]1[CH:19]=[CH:20][C:15]([O:14][C:10]2[CH:11]=[CH:12][CH:13]=[C:8]([NH:7][C:6]([O:5][C:1]([CH3:4])([CH3:2])[CH3:3])=[O:22])[CH:9]=2)=[CH:16][N:17]=1)=[S:30])[CH3:24]. The yield is 0.690. (3) The reactants are [CH2:1]([O:8][C:9](=[O:30])[NH:10][CH2:11][C:12]1[C:23](=[O:24])[N:22]([CH:25]2[CH2:29][CH2:28][CH2:27][CH2:26]2)[C:15]2[N:16]=[C:17]([S:20][CH3:21])[N:18]=[CH:19][C:14]=2[CH:13]=1)[C:2]1[CH:7]=[CH:6][CH:5]=[CH:4][CH:3]=1.C1(S(N2C(C3C=CC=CC=3)O2)(=O)=[O:38])C=CC=CC=1. The catalyst is ClCCl. The product is [CH2:1]([O:8][C:9](=[O:30])[NH:10][CH2:11][C:12]1[C:23](=[O:24])[N:22]([CH:25]2[CH2:26][CH2:27][CH2:28][CH2:29]2)[C:15]2[N:16]=[C:17]([S:20]([CH3:21])=[O:38])[N:18]=[CH:19][C:14]=2[CH:13]=1)[C:2]1[CH:3]=[CH:4][CH:5]=[CH:6][CH:7]=1. The yield is 0.566. (4) The reactants are [Br:1][C:2]1[C:3](Cl)=[N:4][CH:5]=[CH:6][C:7]=1[CH3:8].[CH2:10]([OH:12])[CH3:11].[H-].[Na+]. The catalyst is CN(C=O)C. The product is [Br:1][C:2]1[C:3]([O:12][CH2:10][CH3:11])=[N:4][CH:5]=[CH:6][C:7]=1[CH3:8]. The yield is 0.400. (5) The yield is 0.430. The reactants are CS(O[CH2:6][C@@H:7]1[C@@H:16]([O:17][CH2:18][C:19]2[CH:24]=[CH:23][CH:22]=[CH:21][CH:20]=2)[C@H:15]([O:25][CH2:26][C:27]2[CH:32]=[CH:31][CH:30]=[CH:29][CH:28]=2)[C@H:10]2[NH:11][C:12](=[O:14])[O:13][C@H:9]2[CH2:8]1)(=O)=O.[F-:33].C([N+](CCCC)(CCCC)CCCC)CCC. The product is [CH2:26]([O:25][C@@H:15]1[C@H:10]2[NH:11][C:12](=[O:14])[O:13][C@H:9]2[CH2:8][C@H:7]([CH2:6][F:33])[C@H:16]1[O:17][CH2:18][C:19]1[CH:20]=[CH:21][CH:22]=[CH:23][CH:24]=1)[C:27]1[CH:32]=[CH:31][CH:30]=[CH:29][CH:28]=1. The catalyst is C(#N)C. (6) The reactants are [CH3:1][C:2]1([C:10]([OH:12])=[O:11])[NH:6][CH:5]([C:7]([OH:9])=[O:8])[CH2:4][S:3]1.N[CH:14]([C:17](O)=[O:18])CS. No catalyst specified. The product is [C:17]([N:6]1[CH:5]([C:7]([OH:9])=[O:8])[CH2:4][S:3][C:2]1([CH3:1])[C:10]([OH:12])=[O:11])(=[O:18])[CH3:14]. The yield is 0.440. (7) The reactants are Cl[C:2]1[C:3]2[N:4]([CH:10]=[C:11]([N+:13]([O-:15])=[O:14])[CH:12]=2)[N:5]=[CH:6][C:7]=1[C:8]#[N:9].[NH2:16][C:17]1[CH:22]=[CH:21][CH:20]=[CH:19][CH:18]=1.CCN(C(C)C)C(C)C. The catalyst is CN(C=O)C. The product is [N+:13]([C:11]1[CH:12]=[C:3]2[C:2]([NH:16][C:17]3[CH:22]=[CH:21][CH:20]=[CH:19][CH:18]=3)=[C:7]([C:8]#[N:9])[CH:6]=[N:5][N:4]2[CH:10]=1)([O-:15])=[O:14]. The yield is 0.980.